From a dataset of Reaction yield outcomes from USPTO patents with 853,638 reactions. Predict the reaction yield, written as a fraction of the theoretical maximum amount of product (1.0 means a 100% yield; for example, 0.34 means a 34% yield). (1) No catalyst specified. The product is [CH2:21]([N:15]1[CH2:16][C:17](=[O:18])[N:13]([C:11]2[CH:10]=[N:9][N:8]([CH2:7][C:6]3[C:2]([CH3:1])=[N:3][O:4][C:5]=3[CH3:20])[CH:12]=2)[C:14]1=[O:19])[C:22]1[CH:27]=[CH:26][CH:25]=[CH:24][CH:23]=1. The yield is 0.400. The reactants are [CH3:1][C:2]1[C:6]([CH2:7][N:8]2[CH:12]=[C:11]([N:13]3[C:17](=[O:18])[CH2:16][NH:15][C:14]3=[O:19])[CH:10]=[N:9]2)=[C:5]([CH3:20])[O:4][N:3]=1.[CH2:21](Br)[C:22]1[CH:27]=[CH:26][CH:25]=[CH:24][CH:23]=1. (2) The reactants are CC(OC)(C)C.[NH2:7][CH2:8][C@@H:9]([NH:18][C:19]([C:21]1[S:22][C:23]([Cl:33])=[C:24]([C:26]2[N:30]([CH3:31])[N:29]=[CH:28][C:27]=2[Cl:32])[CH:25]=1)=[O:20])[CH2:10][C:11]1[CH:16]=[CH:15][CH:14]=[C:13]([F:17])[CH:12]=1.Cl.O1CCOCC1. The catalyst is C(#N)C. The product is [ClH:32].[NH2:7][CH2:8][C@@H:9]([NH:18][C:19]([C:21]1[S:22][C:23]([Cl:33])=[C:24]([C:26]2[N:30]([CH3:31])[N:29]=[CH:28][C:27]=2[Cl:32])[CH:25]=1)=[O:20])[CH2:10][C:11]1[CH:16]=[CH:15][CH:14]=[C:13]([F:17])[CH:12]=1. The yield is 0.736. (3) The reactants are [OH:1][C:2]1[CH:3]=[N:4][CH:5]=[CH:6][CH:7]=1.[H-].[Na+].Cl[C:11]1[N:16]=[C:15]([C:17]2[C:25]3[C:20](=[CH:21][CH:22]=[C:23]([C:26]4[C:31]([F:32])=[CH:30][CH:29]=[CH:28][C:27]=4[F:33])[CH:24]=3)[N:19]([CH:34]3[CH2:39][CH2:38][CH2:37][CH2:36][O:35]3)[N:18]=2)[CH:14]=[N:13][CH:12]=1. The catalyst is CN(C=O)C. The product is [F:33][C:27]1[CH:28]=[CH:29][CH:30]=[C:31]([F:32])[C:26]=1[C:23]1[CH:24]=[C:25]2[C:20](=[CH:21][CH:22]=1)[N:19]([CH:34]1[CH2:39][CH2:38][CH2:37][CH2:36][O:35]1)[N:18]=[C:17]2[C:15]1[CH:14]=[N:13][CH:12]=[C:11]([O:1][C:2]2[CH:3]=[N:4][CH:5]=[CH:6][CH:7]=2)[N:16]=1. The yield is 0.430. (4) The reactants are [CH:1]1([NH:4][C:5]([NH:7][C:8]2[CH:13]=[CH:12][C:11]([O:14][C:15]3[CH:20]=[CH:19][N:18]=[C:17]4[CH:21]=[C:22]([C:24]5[CH:29]=[CH:28][C:27]([CH2:30][N:31]6[CH2:36][CH2:35][NH:34][CH2:33][CH2:32]6)=[CH:26][N:25]=5)[S:23][C:16]=34)=[C:10]([F:37])[CH:9]=2)=[O:6])[CH2:3][CH2:2]1.CCN(C(C)C)C(C)C.Cl[CH2:48][CH2:49][C:50]1[NH:54][N:53]=[N:52][N:51]=1.CO.O. The catalyst is CS(C)=O.O. The product is [NH:51]1[C:50]([CH2:49][CH2:48][N:34]2[CH2:33][CH2:32][N:31]([CH2:30][C:27]3[CH:28]=[CH:29][C:24]([C:22]4[S:23][C:16]5[C:17](=[N:18][CH:19]=[CH:20][C:15]=5[O:14][C:11]5[CH:12]=[CH:13][C:8]([NH:7][C:5]([NH:4][CH:1]6[CH2:3][CH2:2]6)=[O:6])=[CH:9][C:10]=5[F:37])[CH:21]=4)=[N:25][CH:26]=3)[CH2:36][CH2:35]2)=[N:54][N:53]=[N:52]1. The yield is 0.0390. (5) The reactants are [NH2:1][C:2]1[CH:9]=[CH:8][CH:7]=[C:6]([O:10][CH2:11][CH2:12][CH2:13][CH2:14][S:15][CH3:16])[C:3]=1[C:4]#[N:5].[S:17](Cl)(=[O:20])(=[O:19])[NH2:18]. No catalyst specified. The product is [S:17]([NH:1][C:2]1[CH:9]=[CH:8][CH:7]=[C:6]([O:10][CH2:11][CH2:12][CH2:13][CH2:14][S:15][CH3:16])[C:3]=1[C:4]#[N:5])(=[O:20])(=[O:19])[NH2:18]. The yield is 0.660.